The task is: Predict the reaction yield, written as a fraction of the theoretical maximum amount of product (1.0 means a 100% yield; for example, 0.34 means a 34% yield).. This data is from Reaction yield outcomes from USPTO patents with 853,638 reactions. (1) The reactants are [CH3:1][C:2]([N:6]1[C:11](=[O:12])[CH2:10][C:9](=[O:13])[N:8]([C:14]([CH3:18])([CH3:17])[CH2:15][CH3:16])[C:7]1=[O:19])([CH3:5])[CH2:3][CH3:4].C(N(C(C)C)CC)(C)C.[N:29]([CH2:32][C:33]([O:35]CC)=[O:34])=[C:30]=[O:31]. The catalyst is ClCCl. The product is [CH3:18][C:14]([N:8]1[C:9]([OH:13])=[C:10]([C:30]([NH:29][CH2:32][C:33]([OH:35])=[O:34])=[O:31])[C:11](=[O:12])[N:6]([C:2]([CH3:1])([CH3:5])[CH2:3][CH3:4])[C:7]1=[O:19])([CH3:17])[CH2:15][CH3:16]. The yield is 0.460. (2) The reactants are [Br:1][C:2]1[C:10]([CH2:11]Br)=[CH:9][C:5]2[O:6][CH2:7][O:8][C:4]=2[CH:3]=1.C1OCCOCCOCCOCCOCCOC1.[C-:31]#[N:32].[K+].O. The catalyst is CC#N. The yield is 0.900. The product is [Br:1][C:2]1[C:10]([CH2:11][C:31]#[N:32])=[CH:9][C:5]2[O:6][CH2:7][O:8][C:4]=2[CH:3]=1. (3) The reactants are [Cl:1][C:2]1[CH:3]=[C:4]2[C:8](=[C:9]([C:11]([O:13][CH3:14])=[O:12])[CH:10]=1)[NH:7][C:6]([Si](C)(C)C)=[C:5]2[CH3:19].[Cl-].[Al+3].[Cl-].[Cl-]. The catalyst is C(Cl)Cl. The product is [Cl:1][C:2]1[CH:3]=[C:4]2[C:8](=[C:9]([C:11]([O:13][CH3:14])=[O:12])[CH:10]=1)[NH:7][CH:6]=[C:5]2[CH3:19]. The yield is 1.00. (4) The reactants are Cl[C:2]1[N:7]=[C:6]([NH:8][C:9]2[CH:14]=[CH:13][C:12]([O:15][CH2:16][CH3:17])=[CH:11][CH:10]=2)[C:5]([F:18])=[CH:4][N:3]=1.C(N(C(C)C)C(C)C)C.[CH2:28]1[CH2:38][O:37][C:36]2[CH:35]=[CH:34][C:32]([NH2:33])=[CH:31][C:30]=2[O:29]1. The catalyst is C(O)CO. The product is [CH2:16]([O:15][C:12]1[CH:13]=[CH:14][C:9]([NH:8][C:6]2[C:5]([F:18])=[CH:4][N:3]=[C:2]([NH:33][C:32]3[CH:34]=[CH:35][C:36]4[O:37][CH2:38][CH2:28][O:29][C:30]=4[CH:31]=3)[N:7]=2)=[CH:10][CH:11]=1)[CH3:17]. The yield is 0.600. (5) The reactants are C(OC(=O)[NH:7][CH:8]1[CH2:13][CH2:12][CH:11]([CH2:14][NH:15][C:16]2[C:21]([N+:22]([O-:24])=[O:23])=[CH:20][N:19]=[C:18](Cl)[N:17]=2)[CH2:10][CH2:9]1)(C)(C)C.[CH:27]1([CH2:33][NH2:34])[CH2:32][CH2:31][CH2:30][CH2:29][CH2:28]1. No catalyst specified. The product is [NH2:7][C@H:8]1[CH2:9][CH2:10][C@H:11]([CH2:14][NH:15][C:16]2[C:21]([N+:22]([O-:24])=[O:23])=[CH:20][N:19]=[C:18]([NH:34][CH2:33][CH:27]3[CH2:32][CH2:31][CH2:30][CH2:29][CH2:28]3)[N:17]=2)[CH2:12][CH2:13]1. The yield is 0.540. (6) The catalyst is CS(C)=O. The product is [CH2:1]([O:3][C:4](=[O:12])[C:5]1[CH:10]=[CH:9][C:8]([N:13]2[CH2:18][CH2:17][CH:16]([OH:19])[CH2:15][CH2:14]2)=[CH:7][CH:6]=1)[CH3:2]. The yield is 0.640. The reactants are [CH2:1]([O:3][C:4](=[O:12])[C:5]1[CH:10]=[CH:9][C:8](F)=[CH:7][CH:6]=1)[CH3:2].[NH:13]1[CH2:18][CH2:17][CH:16]([OH:19])[CH2:15][CH2:14]1.C(=O)([O-])[O-].[K+].[K+].O.